This data is from Catalyst prediction with 721,799 reactions and 888 catalyst types from USPTO. The task is: Predict which catalyst facilitates the given reaction. (1) Reactant: [Cl-].[NH4+].[C-]#N.[K+].[C:6]1(=[O:12])[CH2:11][CH2:10][CH2:9][CH:8]=[CH:7]1.[CH3:13][N:14](C)C=O. Product: [C:13]([CH:8]1[CH2:9][CH2:10][CH2:11][C:6](=[O:12])[CH2:7]1)#[N:14]. The catalyst class is: 6. (2) Reactant: [Cl:1][C:2]1[CH:3]=[C:4]([CH:7]=[CH:8][C:9]=1[Cl:10])[CH2:5][NH2:6].C(N(C(C)C)CC)(C)C.Cl[C:21](OC1C=CC([N+]([O-])=O)=CC=1)=[O:22].[NH2:33][CH:34]1[CH2:39][CH2:38][N:37]([CH3:40])[CH2:36][CH2:35]1. Product: [Cl:1][C:2]1[CH:3]=[C:4]([CH:7]=[CH:8][C:9]=1[Cl:10])[CH2:5][NH:6][C:21]([NH:33][CH:34]1[CH2:39][CH2:38][N:37]([CH3:40])[CH2:36][CH2:35]1)=[O:22]. The catalyst class is: 1. (3) Reactant: [H-].[Na+].[CH2:3]([OH:21])[CH2:4][O:5][CH2:6][CH2:7][O:8][CH2:9][CH2:10][O:11][CH2:12][CH2:13][O:14][CH2:15][CH2:16][O:17][CH2:18][CH2:19][OH:20].[CH2:22](Br)[C:23]1[CH:28]=[CH:27][CH:26]=[CH:25][CH:24]=1. Product: [C:23]1([CH2:22][O:20][CH2:19][CH2:18][O:17][CH2:16][CH2:15][O:14][CH2:13][CH2:12][O:11][CH2:10][CH2:9][O:8][CH2:7][CH2:6][O:5][CH2:4][CH2:3][OH:21])[CH:28]=[CH:27][CH:26]=[CH:25][CH:24]=1. The catalyst class is: 30. (4) Reactant: [CH:1]1([N:5]2[CH2:8][CH:7]([CH2:9][O:10][C:11]3[CH:16]=[CH:15][C:14]([C:17]4([C:23]#[N:24])[CH2:22][CH2:21][O:20][CH2:19][CH2:18]4)=[CH:13][CH:12]=3)[CH2:6]2)[CH2:4][CH2:3][CH2:2]1.[H-].[Al+3].[Li+].[H-].[H-].[H-].O.[OH-].[Na+]. Product: [CH:1]1([N:5]2[CH2:8][CH:7]([CH2:9][O:10][C:11]3[CH:16]=[CH:15][C:14]([C:17]4([CH2:23][NH2:24])[CH2:22][CH2:21][O:20][CH2:19][CH2:18]4)=[CH:13][CH:12]=3)[CH2:6]2)[CH2:4][CH2:3][CH2:2]1. The catalyst class is: 1. (5) Reactant: [C:1]([C:3]1[CH:4]=[N:5][C:6]2[C:11]([C:12]=1[NH:13][C:14]1[CH:19]=[CH:18][CH:17]=[C:16]3[O:20][CH2:21][O:22][C:15]=13)=[CH:10][C:9]([O:23][CH3:24])=[C:8]([O:25][CH2:26][C@@H:27]1[O:29][CH2:28]1)[CH:7]=2)#[N:2].[NH:30]1[CH2:35][CH2:34][O:33][CH2:32][CH2:31]1. Product: [C:1]([C:3]1[CH:4]=[N:5][C:6]2[C:11]([C:12]=1[NH:13][C:14]1[CH:19]=[CH:18][CH:17]=[C:16]3[O:20][CH2:21][O:22][C:15]=13)=[CH:10][C:9]([O:23][CH3:24])=[C:8]([O:25][CH2:26][C@H:27]([OH:29])[CH2:28][N:30]1[CH2:35][CH2:34][O:33][CH2:32][CH2:31]1)[CH:7]=2)#[N:2]. The catalyst class is: 259. (6) Reactant: [C:1]([OH:10])(=O)[C:2]1[C:3](=[CH:5][CH:6]=[CH:7][CH:8]=1)[NH2:4].[NH2:11][C:12]1[CH:17]=[CH:16][C:15]([C:18]2([C:22]#[N:23])[CH2:21][CH2:20][CH2:19]2)=[CH:14][CH:13]=1.CCN=C=NCCCN(C)C.C1C=CC2N(O)N=NC=2C=1. Product: [NH2:4][C:3]1[CH:5]=[CH:6][CH:7]=[CH:8][C:2]=1[C:1]([NH:11][C:12]1[CH:13]=[CH:14][C:15]([C:18]2([C:22]#[N:23])[CH2:21][CH2:20][CH2:19]2)=[CH:16][CH:17]=1)=[O:10]. The catalyst class is: 4. (7) Reactant: [C:1]([O:5][C:6]([NH:8][C@H:9]([C:23]([O-:25])=[O:24])[CH2:10][C@H:11]([CH2:15][C:16]1[CH:21]=[CH:20][C:19]([OH:22])=[CH:18][CH:17]=1)[C:12]([O-:14])=[O:13])=[O:7])([CH3:4])([CH3:3])[CH3:2].CC1C=CC(S(O[CH2:37][C@H:38]2[C@H:42]([CH2:43][O:44][S:45]([C:48]3[CH:53]=[CH:52][C:51]([CH3:54])=[CH:50][CH:49]=3)(=[O:47])=[O:46])[O:41][C:40]([CH3:56])([CH3:55])[O:39]2)(=O)=O)=CC=1.C(=O)([O-])[O-].[K+].[K+].O. Product: [C:1]([O:5][C:6]([NH:8][C@H:9]([C:23]([O:25][C:11]([CH3:15])([CH3:12])[CH3:10])=[O:24])[CH2:10][C@H:11]([CH2:15][C:16]1[CH:17]=[CH:18][C:19]([O:22][CH2:37][C@H:38]2[C@H:42]([CH2:43][O:44][S:45]([C:48]3[CH:53]=[CH:52][C:51]([CH3:54])=[CH:50][CH:49]=3)(=[O:47])=[O:46])[O:41][C:40]([CH3:56])([CH3:55])[O:39]2)=[CH:20][CH:21]=1)[C:12]([O:14][C:1]([CH3:4])([CH3:3])[CH3:2])=[O:13])=[O:7])([CH3:4])([CH3:2])[CH3:3]. The catalyst class is: 3. (8) Reactant: I[C:2]1[CH:7]=[CH:6][CH:5]=[CH:4][CH:3]=1.BrC1C=CC=CC=1.C(P)=CC=C.[C:20]([CH2:22][C:23]([O:25][CH2:26][CH3:27])=[O:24])#[N:21].P([O-])([O-])([O-])=O.[K+].[K+].[K+]. Product: [C:20]([CH2:22][C:23]([O:25][CH2:26][CH2:27][C:2]1[CH:7]=[CH:6][CH:5]=[CH:4][CH:3]=1)=[O:24])#[N:21]. The catalyst class is: 10.